From a dataset of Catalyst prediction with 721,799 reactions and 888 catalyst types from USPTO. Predict which catalyst facilitates the given reaction. (1) Reactant: [CH2:1]([C:8]1[C:13](=[O:14])[N:12]([C:15]2[CH:20]=[CH:19][CH:18]=[C:17]([C:21]([OH:23])=[O:22])[CH:16]=2)[C:11]2[N:24]=[CH:25][CH:26]=[CH:27][C:10]=2[N:9]=1)[C:2]1[CH:7]=[CH:6][CH:5]=[CH:4][CH:3]=1.I[CH2:29][CH2:30][CH3:31].C(=O)([O-])[O-].[K+].[K+].C(OCC)(=O)C. Product: [CH2:1]([C:8]1[C:13](=[O:14])[N:12]([C:15]2[CH:20]=[CH:19][CH:18]=[C:17]([C:21]([O:23][CH2:29][CH2:30][CH3:31])=[O:22])[CH:16]=2)[C:11]2[N:24]=[CH:25][CH:26]=[CH:27][C:10]=2[N:9]=1)[C:2]1[CH:3]=[CH:4][CH:5]=[CH:6][CH:7]=1. The catalyst class is: 9. (2) Reactant: [NH:1]1[C:5](=[O:6])[CH2:4][CH2:3][C:2]1=[O:7].[CH2:8]([C:11]1[C:19]2[O:18][N:17]=[C:16]([CH2:20][C:21]([CH3:24])([CH3:23])[CH3:22])[C:15]=2[CH:14]=[CH:13][C:12]=1[O:25][CH2:26][CH2:27][CH2:28]Br)[CH2:9][CH3:10].C([O-])([O-])=O.[Cs+].[Cs+].C(O)(C(F)(F)F)=O. Product: [CH2:8]([C:11]1[C:19]2[O:18][N:17]=[C:16]([CH2:20][C:21]([CH3:24])([CH3:23])[CH3:22])[C:15]=2[CH:14]=[CH:13][C:12]=1[O:25][CH2:26][CH2:27][CH2:28][N:1]1[C:5](=[O:6])[CH2:4][CH2:3][C:2]1=[O:7])[CH2:9][CH3:10]. The catalyst class is: 18. (3) Reactant: [NH2:1][C:2]1[CH:7]=[CH:6][CH:5]=[CH:4][CH:3]=1.Br[C:9]([CH3:16])([CH3:15])[C:10]([O:12][CH2:13][CH3:14])=[O:11].C(=O)([O-])[O-].[K+].[K+]. Product: [NH:1]([C:9]([CH3:16])([CH3:15])[C:10]([O:12][CH2:13][CH3:14])=[O:11])[C:2]1[CH:7]=[CH:6][CH:5]=[CH:4][CH:3]=1. The catalyst class is: 3. (4) Reactant: [Br:1]Br.[Br:3][C:4]1[CH:9]=[CH:8][CH:7]=[CH:6][C:5]=1[C:10](=[O:12])[CH3:11]. Product: [Br:1][CH2:11][C:10]([C:5]1[CH:6]=[CH:7][CH:8]=[CH:9][C:4]=1[Br:3])=[O:12]. The catalyst class is: 15. (5) Reactant: [NH2:1][C:2]1[C:11]2[C:6](=[CH:7][CH:8]=[CH:9][CH:10]=2)[C:5]([Br:12])=[CH:4][C:3]=1[C:13]([NH:15][C@H:16]1[CH2:21][CH2:20][CH2:19][CH2:18][C@@H:17]1[NH2:22])=[O:14].[C:23](O[C:23]([O:25][C:26]([CH3:29])([CH3:28])[CH3:27])=[O:24])([O:25][C:26]([CH3:29])([CH3:28])[CH3:27])=[O:24]. Product: [NH2:1][C:2]1[C:11]2[C:6](=[CH:7][CH:8]=[CH:9][CH:10]=2)[C:5]([Br:12])=[CH:4][C:3]=1[C:13]([NH:15][C@H:16]1[CH2:21][CH2:20][CH2:19][CH2:18][C@@H:17]1[NH:22][C:23](=[O:24])[O:25][C:26]([CH3:29])([CH3:28])[CH3:27])=[O:14]. The catalyst class is: 4. (6) Reactant: FC(F)(F)C([N:5]1[CH2:11][CH2:10][C:9]2[CH:12]=[C:13]([CH2:17][C:18]3[CH:23]=[CH:22][CH:21]=[CH:20][CH:19]=3)[C:14]([Cl:16])=[CH:15][C:8]=2[C@H:7]([CH3:24])[CH2:6]1)=O.[OH-].[Na+]. Product: [ClH:16].[CH2:17]([C:13]1[C:14]([Cl:16])=[CH:15][C:8]2[C@H:7]([CH3:24])[CH2:6][NH:5][CH2:11][CH2:10][C:9]=2[CH:12]=1)[C:18]1[CH:19]=[CH:20][CH:21]=[CH:22][CH:23]=1. The catalyst class is: 5. (7) Reactant: [CH2:1]=[C:2]1[CH2:17][CH2:16][CH2:15][CH2:14][CH2:13][CH2:12][CH2:11][C:10](=[O:18])[CH2:9][CH2:8][CH2:7][CH2:6][CH2:5][CH2:4][CH2:3]1.[H][H]. Product: [CH3:1][CH:2]1[CH2:3][CH2:4][CH2:5][CH2:6][CH2:7][CH2:8][CH2:9][C:10](=[O:18])[CH2:11][CH2:12][CH2:13][CH2:14][CH2:15][CH2:16][CH2:17]1. The catalyst class is: 153.